From a dataset of NCI-60 drug combinations with 297,098 pairs across 59 cell lines. Regression. Given two drug SMILES strings and cell line genomic features, predict the synergy score measuring deviation from expected non-interaction effect. (1) Drug 1: CC1=C(C(=CC=C1)Cl)NC(=O)C2=CN=C(S2)NC3=CC(=NC(=N3)C)N4CCN(CC4)CCO. Drug 2: N.N.Cl[Pt+2]Cl. Cell line: DU-145. Synergy scores: CSS=52.4, Synergy_ZIP=3.59, Synergy_Bliss=2.18, Synergy_Loewe=-0.184, Synergy_HSA=0.334. (2) Drug 1: C1CN1P(=S)(N2CC2)N3CC3. Drug 2: CC1C(C(CC(O1)OC2CC(CC3=C2C(=C4C(=C3O)C(=O)C5=CC=CC=C5C4=O)O)(C(=O)C)O)N)O. Cell line: SK-MEL-28. Synergy scores: CSS=57.3, Synergy_ZIP=-1.48, Synergy_Bliss=-0.973, Synergy_Loewe=-12.9, Synergy_HSA=1.65. (3) Drug 1: CCC1=C2CN3C(=CC4=C(C3=O)COC(=O)C4(CC)O)C2=NC5=C1C=C(C=C5)O. Drug 2: C1C(C(OC1N2C=NC3=C2NC=NCC3O)CO)O. Cell line: NCI-H322M. Synergy scores: CSS=-0.265, Synergy_ZIP=-1.20, Synergy_Bliss=-1.52, Synergy_Loewe=-1.61, Synergy_HSA=-2.28. (4) Drug 1: CN(CCCl)CCCl.Cl. Drug 2: CC12CCC3C(C1CCC2OP(=O)(O)O)CCC4=C3C=CC(=C4)OC(=O)N(CCCl)CCCl.[Na+]. Cell line: NCI-H322M. Synergy scores: CSS=12.2, Synergy_ZIP=2.26, Synergy_Bliss=3.32, Synergy_Loewe=-1.08, Synergy_HSA=-0.898. (5) Drug 1: CCC(=C(C1=CC=CC=C1)C2=CC=C(C=C2)OCCN(C)C)C3=CC=CC=C3.C(C(=O)O)C(CC(=O)O)(C(=O)O)O. Drug 2: C1=CC=C(C=C1)NC(=O)CCCCCCC(=O)NO. Cell line: EKVX. Synergy scores: CSS=-3.96, Synergy_ZIP=3.97, Synergy_Bliss=-3.56, Synergy_Loewe=-9.72, Synergy_HSA=-7.99. (6) Drug 1: C1C(C(OC1N2C=C(C(=O)NC2=O)F)CO)O. Drug 2: C1=NC(=NC(=O)N1C2C(C(C(O2)CO)O)O)N. Cell line: SNB-19. Synergy scores: CSS=19.3, Synergy_ZIP=-4.38, Synergy_Bliss=0.266, Synergy_Loewe=-2.05, Synergy_HSA=0.923. (7) Drug 1: C1=CN(C(=O)N=C1N)C2C(C(C(O2)CO)O)O.Cl. Drug 2: CCN(CC)CCNC(=O)C1=C(NC(=C1C)C=C2C3=C(C=CC(=C3)F)NC2=O)C. Cell line: DU-145. Synergy scores: CSS=42.7, Synergy_ZIP=-0.574, Synergy_Bliss=0.391, Synergy_Loewe=-25.4, Synergy_HSA=-0.248. (8) Drug 1: CC(C)NC(=O)C1=CC=C(C=C1)CNNC.Cl. Drug 2: CC12CCC3C(C1CCC2OP(=O)(O)O)CCC4=C3C=CC(=C4)OC(=O)N(CCCl)CCCl.[Na+]. Cell line: OVCAR-5. Synergy scores: CSS=15.3, Synergy_ZIP=-5.26, Synergy_Bliss=-2.87, Synergy_Loewe=-2.30, Synergy_HSA=-1.65.